This data is from Aqueous solubility values for 9,982 compounds from the AqSolDB database. The task is: Regression/Classification. Given a drug SMILES string, predict its absorption, distribution, metabolism, or excretion properties. Task type varies by dataset: regression for continuous measurements (e.g., permeability, clearance, half-life) or binary classification for categorical outcomes (e.g., BBB penetration, CYP inhibition). For this dataset (solubility_aqsoldb), we predict Y. (1) The compound is Clc1cc(Cl)c(-c2ccccc2)c(Cl)c1. The Y is -6.06 log mol/L. (2) The drug is Clc1ccc2c(c1)Oc1c(Cl)c(Cl)c(Cl)c(Cl)c1O2. The Y is -9.47 log mol/L. (3) The molecule is Oc1ccc(Sc2ccccc2)cc1. The Y is -2.77 log mol/L. (4) The molecule is CCCCC(CC)COCC1CO1. The Y is -3.11 log mol/L.